This data is from Full USPTO retrosynthesis dataset with 1.9M reactions from patents (1976-2016). The task is: Predict the reactants needed to synthesize the given product. Given the product [F:14][C:5]1[CH:4]=[C:3]([F:15])[C:2]([C:19]2[CH:20]=[CH:21][N:16]=[CH:17][CH:18]=2)=[CH:7][C:6]=1[S:8]([N:11]([CH3:13])[CH3:12])(=[O:10])=[O:9], predict the reactants needed to synthesize it. The reactants are: Br[C:2]1[C:3]([F:15])=[CH:4][C:5]([F:14])=[C:6]([S:8]([N:11]([CH3:13])[CH3:12])(=[O:10])=[O:9])[CH:7]=1.[N:16]1[CH:21]=[CH:20][C:19](B(O)O)=[CH:18][CH:17]=1.C([O-])([O-])=O.[Na+].[Na+].C(Cl)Cl.